From a dataset of NCI-60 drug combinations with 297,098 pairs across 59 cell lines. Regression. Given two drug SMILES strings and cell line genomic features, predict the synergy score measuring deviation from expected non-interaction effect. (1) Drug 1: CC1=C(C=C(C=C1)NC2=NC=CC(=N2)N(C)C3=CC4=NN(C(=C4C=C3)C)C)S(=O)(=O)N.Cl. Drug 2: CC1CCCC2(C(O2)CC(NC(=O)CC(C(C(=O)C(C1O)C)(C)C)O)C(=CC3=CSC(=N3)C)C)C. Cell line: 786-0. Synergy scores: CSS=2.08, Synergy_ZIP=-0.514, Synergy_Bliss=0.255, Synergy_Loewe=-0.793, Synergy_HSA=-0.502. (2) Drug 1: C1CC(C1)(C(=O)O)C(=O)O.[NH2-].[NH2-].[Pt+2]. Drug 2: CC1C(C(CC(O1)OC2CC(CC3=C2C(=C4C(=C3O)C(=O)C5=CC=CC=C5C4=O)O)(C(=O)C)O)N)O. Cell line: 786-0. Synergy scores: CSS=61.4, Synergy_ZIP=0.516, Synergy_Bliss=0.605, Synergy_Loewe=-22.6, Synergy_HSA=2.86. (3) Drug 1: CCCCC(=O)OCC(=O)C1(CC(C2=C(C1)C(=C3C(=C2O)C(=O)C4=C(C3=O)C=CC=C4OC)O)OC5CC(C(C(O5)C)O)NC(=O)C(F)(F)F)O. Drug 2: C1CCC(C(C1)N)N.C(=O)(C(=O)[O-])[O-].[Pt+4]. Cell line: MDA-MB-435. Synergy scores: CSS=69.5, Synergy_ZIP=1.69, Synergy_Bliss=3.13, Synergy_Loewe=4.80, Synergy_HSA=5.12. (4) Drug 1: C1=CN(C=N1)CC(O)(P(=O)(O)O)P(=O)(O)O. Drug 2: COC1=C2C(=CC3=C1OC=C3)C=CC(=O)O2. Cell line: UO-31. Synergy scores: CSS=-1.08, Synergy_ZIP=1.90, Synergy_Bliss=2.10, Synergy_Loewe=0.834, Synergy_HSA=-1.04. (5) Drug 1: CCC1=CC2CC(C3=C(CN(C2)C1)C4=CC=CC=C4N3)(C5=C(C=C6C(=C5)C78CCN9C7C(C=CC9)(C(C(C8N6C)(C(=O)OC)O)OC(=O)C)CC)OC)C(=O)OC.C(C(C(=O)O)O)(C(=O)O)O. Drug 2: CC1=C(C(=O)C2=C(C1=O)N3CC4C(C3(C2COC(=O)N)OC)N4)N. Cell line: MDA-MB-231. Synergy scores: CSS=38.4, Synergy_ZIP=-4.71, Synergy_Bliss=2.07, Synergy_Loewe=2.34, Synergy_HSA=4.08. (6) Drug 1: COC1=C(C=C2C(=C1)N=CN=C2NC3=CC(=C(C=C3)F)Cl)OCCCN4CCOCC4. Drug 2: C1CC(=O)NC(=O)C1N2C(=O)C3=CC=CC=C3C2=O. Cell line: NCI-H460. Synergy scores: CSS=26.2, Synergy_ZIP=-5.52, Synergy_Bliss=1.60, Synergy_Loewe=-7.85, Synergy_HSA=0.994. (7) Drug 2: C(=O)(N)NO. Synergy scores: CSS=17.1, Synergy_ZIP=-8.98, Synergy_Bliss=-3.43, Synergy_Loewe=-17.3, Synergy_HSA=-4.77. Cell line: COLO 205. Drug 1: C1=NC2=C(N=C(N=C2N1C3C(C(C(O3)CO)O)O)F)N. (8) Drug 1: C1=CN(C=N1)CC(O)(P(=O)(O)O)P(=O)(O)O. Drug 2: C(=O)(N)NO. Cell line: A498. Synergy scores: CSS=2.62, Synergy_ZIP=2.33, Synergy_Bliss=7.03, Synergy_Loewe=0.0532, Synergy_HSA=2.32. (9) Drug 1: CC1CCC2CC(C(=CC=CC=CC(CC(C(=O)C(C(C(=CC(C(=O)CC(OC(=O)C3CCCCN3C(=O)C(=O)C1(O2)O)C(C)CC4CCC(C(C4)OC)OCCO)C)C)O)OC)C)C)C)OC. Drug 2: CC1C(C(CC(O1)OC2CC(CC3=C2C(=C4C(=C3O)C(=O)C5=CC=CC=C5C4=O)O)(C(=O)C)O)N)O. Cell line: SK-MEL-5. Synergy scores: CSS=56.0, Synergy_ZIP=-0.533, Synergy_Bliss=1.87, Synergy_Loewe=1.33, Synergy_HSA=3.83. (10) Drug 1: CC1=C(C=C(C=C1)NC2=NC=CC(=N2)N(C)C3=CC4=NN(C(=C4C=C3)C)C)S(=O)(=O)N.Cl. Drug 2: CCC1(CC2CC(C3=C(CCN(C2)C1)C4=CC=CC=C4N3)(C5=C(C=C6C(=C5)C78CCN9C7C(C=CC9)(C(C(C8N6C)(C(=O)OC)O)OC(=O)C)CC)OC)C(=O)OC)O.OS(=O)(=O)O. Cell line: HCT116. Synergy scores: CSS=41.5, Synergy_ZIP=3.32, Synergy_Bliss=5.85, Synergy_Loewe=-42.4, Synergy_HSA=5.23.